Dataset: Full USPTO retrosynthesis dataset with 1.9M reactions from patents (1976-2016). Task: Predict the reactants needed to synthesize the given product. (1) Given the product [CH3:33][NH:34][C:29](=[O:31])[C@H:28]([O:27][C:25]1[CH:24]=[CH:23][CH:22]=[C:21]2[C:26]=1[C:17]([NH:16][C:4]1[CH:5]=[CH:6][C:7]([O:8][C:9]3[CH:10]=[N:11][C:12]([CH3:15])=[CH:13][CH:14]=3)=[C:2]([CH3:1])[CH:3]=1)=[N:18][CH:19]=[N:20]2)[CH3:32], predict the reactants needed to synthesize it. The reactants are: [CH3:1][C:2]1[CH:3]=[C:4]([NH:16][C:17]2[C:26]3[C:21](=[CH:22][CH:23]=[CH:24][C:25]=3[O:27][C@H:28]([CH3:32])[C:29]([OH:31])=O)[N:20]=[CH:19][N:18]=2)[CH:5]=[CH:6][C:7]=1[O:8][C:9]1[CH:10]=[N:11][C:12]([CH3:15])=[CH:13][CH:14]=1.[CH3:33][NH2:34]. (2) Given the product [Br:1][C:2]1[CH:3]=[C:4]([NH:8][C:9]2[C:10]3[C:17]([C:18]4[CH:23]=[CH:22][CH:21]=[CH:20][CH:19]=4)=[C:16]([Br:25])[NH:15][C:11]=3[N:12]=[CH:13][N:14]=2)[CH:5]=[CH:6][CH:7]=1, predict the reactants needed to synthesize it. The reactants are: [Br:1][C:2]1[CH:3]=[C:4]([NH:8][C:9]2[C:10]3[C:17]([C:18]4[CH:23]=[CH:22][C:21](Cl)=[CH:20][CH:19]=4)=[CH:16][NH:15][C:11]=3[N:12]=[CH:13][N:14]=2)[CH:5]=[CH:6][CH:7]=1.[Br:25]N1C(=O)CCC1=O.